Dataset: Catalyst prediction with 721,799 reactions and 888 catalyst types from USPTO. Task: Predict which catalyst facilitates the given reaction. Reactant: C[O:2][C:3](=[O:35])[C:4]1[CH:9]=[CH:8][CH:7]=[C:6]([NH:10][C:11]([N:13]([CH:29]2[CH2:34][CH2:33][CH2:32][CH2:31][CH2:30]2)[C:14]2[N:15]([C:23]3[CH:28]=[CH:27][CH:26]=[CH:25][CH:24]=3)[N:16]=[C:17]3[C:22]=2[CH:21]=[CH:20][CH:19]=[CH:18]3)=[O:12])[CH:5]=1.[OH-].[Li+]. Product: [CH:29]1([N:13]([C:14]2[N:15]([C:23]3[CH:28]=[CH:27][CH:26]=[CH:25][CH:24]=3)[N:16]=[C:17]3[C:22]=2[CH:21]=[CH:20][CH:19]=[CH:18]3)[C:11](=[O:12])[NH:10][C:6]2[CH:5]=[C:4]([CH:9]=[CH:8][CH:7]=2)[C:3]([OH:35])=[O:2])[CH2:34][CH2:33][CH2:32][CH2:31][CH2:30]1. The catalyst class is: 36.